Dataset: Forward reaction prediction with 1.9M reactions from USPTO patents (1976-2016). Task: Predict the product of the given reaction. (1) Given the reactants C(=O)(O)[O-].[Na+].Cl.[NH2:7][CH2:8][CH2:9][SH:10].[C:11]([O:15][C:16](=[O:23])[NH:17][C@@H:18]([C:20](F)=[O:21])[CH3:19])([CH3:14])([CH3:13])[CH3:12], predict the reaction product. The product is: [C:11]([O:15][C:16](=[O:23])[NH:17][C@H:18]([C:20](=[O:21])[NH:7][CH2:8][CH2:9][SH:10])[CH3:19])([CH3:12])([CH3:13])[CH3:14]. (2) Given the reactants [F:1][C:2]1[C:3](=O)[NH:4][C:5](=O)[NH:6][CH:7]=1.P(Cl)(Cl)([Cl:12])=O.P(Cl)(Cl)(Cl)(Cl)Cl.[Cl-:21].[Na+], predict the reaction product. The product is: [Cl:21][C:5]1[N:4]=[C:3]([Cl:12])[C:2]([F:1])=[CH:7][N:6]=1. (3) Given the reactants [N:1]1([C:6]2[CH:11]=[CH:10][CH:9]=[CH:8][C:7]=2[C:12]#[N:13])[CH:5]=[N:4][CH:3]=[N:2]1, predict the reaction product. The product is: [N:1]1([C:6]2[CH:11]=[CH:10][CH:9]=[CH:8][C:7]=2[CH2:12][NH2:13])[CH:5]=[N:4][CH:3]=[N:2]1. (4) Given the reactants [CH3:1][O:2][C:3](=[O:19])[CH:4]([NH:8][C:9](=[O:18])[C:10]1[C:15]([Cl:16])=[CH:14][CH:13]=[CH:12][C:11]=1[Cl:17])[CH2:5][CH:6]=[CH2:7].I[C:21]1[CH:26]=[CH:25][C:24]([N:27]([CH2:34][CH2:35][C:36]#[N:37])[C:28]2[N:33]=[CH:32][CH:31]=[CH:30][N:29]=2)=[CH:23][CH:22]=1, predict the reaction product. The product is: [CH3:1][O:2][C:3](=[O:19])[CH:4]([NH:8][C:9](=[O:18])[C:10]1[C:11]([Cl:17])=[CH:12][CH:13]=[CH:14][C:15]=1[Cl:16])[CH2:5]/[CH:6]=[CH:7]/[C:21]1[CH:22]=[CH:23][C:24]([N:27]([CH2:34][CH2:35][C:36]#[N:37])[C:28]2[N:33]=[CH:32][CH:31]=[CH:30][N:29]=2)=[CH:25][CH:26]=1.